This data is from Forward reaction prediction with 1.9M reactions from USPTO patents (1976-2016). The task is: Predict the product of the given reaction. (1) Given the reactants [CH3:1][S:2][C:3]1[CH:8]=[CH:7][CH:6]=[CH:5][C:4]=1[CH2:9][OH:10].[Cr](Cl)([O-])(=O)=O.[NH+]1C=CC=CC=1, predict the reaction product. The product is: [CH3:1][S:2][C:3]1[CH:8]=[CH:7][CH:6]=[CH:5][C:4]=1[CH:9]=[O:10]. (2) Given the reactants [C:1]([O:5][C:6]1[CH:14]=[CH:13][C:12]([S:15]([CH3:18])(=[O:17])=[O:16])=[CH:11][C:7]=1[C:8]([OH:10])=O)([CH3:4])([CH3:3])[CH3:2].[N:19]1([C:25]2[S:26][C:27]([C:30]#[N:31])=[CH:28][N:29]=2)[CH2:24][CH2:23][NH:22][CH2:21][CH2:20]1, predict the reaction product. The product is: [C:1]([O:5][C:6]1[CH:14]=[CH:13][C:12]([S:15]([CH3:18])(=[O:17])=[O:16])=[CH:11][C:7]=1[C:8]([N:22]1[CH2:23][CH2:24][N:19]([C:25]2[S:26][C:27]([C:30]#[N:31])=[CH:28][N:29]=2)[CH2:20][CH2:21]1)=[O:10])([CH3:2])([CH3:3])[CH3:4]. (3) Given the reactants Cl.CN(C)CCCN=C=NCC.Cl.[CH3:14][O:15][NH:16][CH3:17].[CH2:18]([O:25][C:26]([N:28]1[CH2:32][C@H:31]([O:33][Si:34]([C:47]([CH3:50])([CH3:49])[CH3:48])([C:41]2[CH:46]=[CH:45][CH:44]=[CH:43][CH:42]=2)[C:35]2[CH:40]=[CH:39][CH:38]=[CH:37][CH:36]=2)[CH2:30][C@@H:29]1[C:51]([OH:53])=O)=[O:27])[C:19]1[CH:24]=[CH:23][CH:22]=[CH:21][CH:20]=1, predict the reaction product. The product is: [C:47]([Si:34]([C:35]1[CH:40]=[CH:39][CH:38]=[CH:37][CH:36]=1)([C:41]1[CH:42]=[CH:43][CH:44]=[CH:45][CH:46]=1)[O:33][C@H:31]1[CH2:32][N:28]([C:26]([O:25][CH2:18][C:19]2[CH:20]=[CH:21][CH:22]=[CH:23][CH:24]=2)=[O:27])[C@@H:29]([C:51](=[O:53])[N:16]([O:15][CH3:14])[CH3:17])[CH2:30]1)([CH3:48])([CH3:49])[CH3:50]. (4) Given the reactants [CH:1]([O:4][P:5]([C:11]1[CH:30]=[CH:29][C:14]([O:15][C:16]2[CH:17]=[C:18]([CH:22]=[C:23]([O:25][CH:26]([CH3:28])[CH3:27])[CH:24]=2)[C:19](O)=[O:20])=[CH:13][CH:12]=1)([O:7][CH:8]([CH3:10])[CH3:9])=[O:6])([CH3:3])[CH3:2].[NH2:31][C:32]1[S:33][CH:34]=[CH:35][N:36]=1.P(=O)(O)O, predict the reaction product. The product is: [CH:8]([O:7][P:5]([C:11]1[CH:12]=[CH:13][C:14]([O:15][C:16]2[CH:17]=[C:18]([C:19](=[O:20])[NH:31][C:32]3[S:33][CH:34]=[CH:35][N:36]=3)[CH:22]=[C:23]([O:25][CH:26]([CH3:27])[CH3:28])[CH:24]=2)=[CH:29][CH:30]=1)(=[O:6])[O:4][CH:1]([CH3:2])[CH3:3])([CH3:10])[CH3:9]. (5) Given the reactants [F:1][C:2]1[C:11]([N+:12]([O-])=O)=[CH:10][CH:9]=[C:8]([F:15])[C:3]=1[C:4]([O:6][CH3:7])=[O:5], predict the reaction product. The product is: [NH2:12][C:11]1[C:2]([F:1])=[C:3]([C:8]([F:15])=[CH:9][CH:10]=1)[C:4]([O:6][CH3:7])=[O:5]. (6) Given the reactants [CH3:1][CH2:2][N:3]([CH:7]([CH3:9])C)[CH:4]([CH3:6])C.N1CCCC1.BrC[C:17]1[CH:22]=[C:21]([N+:23]([O-:25])=[O:24])[CH:20]=C[C:18]=1[F:26].CCOC(C)=O, predict the reaction product. The product is: [F:26][C:18]1[CH:17]=[CH:22][C:21]([N+:23]([O-:25])=[O:24])=[CH:20][C:9]=1[CH2:7][N:3]1[CH2:2][CH2:1][CH2:6][CH2:4]1. (7) Given the reactants Cl[C:2]1[C:7]([CH3:8])=[CH:6][C:5]([N+:9]([O-:11])=[O:10])=[CH:4][N:3]=1.[F:12][C:13]([F:24])([F:23])[C:14]1[CH:19]=[CH:18][C:17](B(O)O)=[CH:16][CH:15]=1.[F-].[K+], predict the reaction product. The product is: [CH3:8][C:7]1[C:2]([C:17]2[CH:18]=[CH:19][C:14]([C:13]([F:24])([F:23])[F:12])=[CH:15][CH:16]=2)=[N:3][CH:4]=[C:5]([N+:9]([O-:11])=[O:10])[CH:6]=1.